Dataset: Retrosynthesis with 50K atom-mapped reactions and 10 reaction types from USPTO. Task: Predict the reactants needed to synthesize the given product. (1) Given the product O=C(O)C(F)(F)F, predict the reactants needed to synthesize it. The reactants are: O=c1[nH]cnc2cc(F)cc(OCc3ccccc3)c12. (2) Given the product CN(O)C(=O)C=Cc1cc(CCCc2ccccc2)ccc1S(C)=O, predict the reactants needed to synthesize it. The reactants are: CSc1ccc(CCCc2ccccc2)cc1C=CC(=O)N(C)O.O=S([O-])OO. (3) The reactants are: Brc1ccncc1.OB(O)c1ccoc1. Given the product c1cc(-c2ccoc2)ccn1, predict the reactants needed to synthesize it. (4) Given the product CC(C)C1(CCc2ccc(O)cc2)CC(O)=CC(=O)O1, predict the reactants needed to synthesize it. The reactants are: CC(C)C1(CCc2ccc(OCc3ccccc3)cc2)CC(O)=CC(=O)O1. (5) The reactants are: NNc1nc2ccccc2s1.O=C(c1ccccn1)C1CCCCC1. Given the product c1ccc(C(=NNc2nc3ccccc3s2)C2CCCCC2)nc1, predict the reactants needed to synthesize it.